This data is from Reaction yield outcomes from USPTO patents with 853,638 reactions. The task is: Predict the reaction yield, written as a fraction of the theoretical maximum amount of product (1.0 means a 100% yield; for example, 0.34 means a 34% yield). (1) The reactants are [C:1]([C:4]1[C:9](/[CH:10]=[CH:11]/[C:12]([O:14]C(C)(C)C)=[O:13])=[C:8]([F:19])[C:7]([Cl:20])=[CH:6][CH:5]=1)(=[O:3])[CH3:2]. The catalyst is C(Cl)Cl.C(O)(C(F)(F)F)=O. The product is [C:1]([C:4]1[C:9](/[CH:10]=[CH:11]/[C:12]([OH:14])=[O:13])=[C:8]([F:19])[C:7]([Cl:20])=[CH:6][CH:5]=1)(=[O:3])[CH3:2]. The yield is 0.970. (2) The reactants are [CH2:1]1[C:10]2[C:5](=[CH:6][CH:7]=[CH:8][CH:9]=2)[CH2:4][CH2:3][N:2]1[CH2:11][CH:12]([OH:28])[CH2:13][NH:14][C:15](=[O:27])[C:16]1[CH:21]=[CH:20][CH:19]=[C:18]([CH:22]2[CH2:26][CH2:25][NH:24][CH2:23]2)[CH:17]=1.C=O.[BH3-][C:32]#N.[Na+].CC(O)=O. The catalyst is CO. The product is [CH2:1]1[C:10]2[C:5](=[CH:6][CH:7]=[CH:8][CH:9]=2)[CH2:4][CH2:3][N:2]1[CH2:11][CH:12]([OH:28])[CH2:13][NH:14][C:15](=[O:27])[C:16]1[CH:21]=[CH:20][CH:19]=[C:18]([CH:22]2[CH2:26][CH2:25][N:24]([CH3:32])[CH2:23]2)[CH:17]=1. The yield is 0.143. (3) The reactants are [C:1]1([C:7]2[CH:12]=[C:11]([CH:13]3[CH2:18][C:17](=[O:19])[NH:16][C:15](=[O:20])[CH2:14]3)[CH:10]=[CH:9][C:8]=2[NH:21][C:22]([C:24]2[N:25](COCC[Si](C)(C)C)[CH:26]=[C:27]([C:29]#[N:30])[N:28]=2)=[O:23])[CH2:6][CH2:5][CH2:4][CH2:3][CH:2]=1.C(O)(C(F)(F)F)=O. The catalyst is C(Cl)Cl.CCO. The product is [C:1]1([C:7]2[CH:12]=[C:11]([CH:13]3[CH2:14][C:15](=[O:20])[NH:16][C:17](=[O:19])[CH2:18]3)[CH:10]=[CH:9][C:8]=2[NH:21][C:22]([C:24]2[NH:25][CH:26]=[C:27]([C:29]#[N:30])[N:28]=2)=[O:23])[CH2:6][CH2:5][CH2:4][CH2:3][CH:2]=1. The yield is 0.0800. (4) The reactants are [F:1][C:2]1[CH:7]=[CH:6][CH:5]=[C:4]([F:8])[C:3]=1[NH:9][C:10]([NH:12]/[N:13]=[CH:14]/[C:15]1[CH:20]=[CH:19][C:18]([C:21]2[N:25]=[CH:24][N:23]([C:26]3[CH:31]=[CH:30][C:29]([O:32][C:33]([F:36])([F:35])[F:34])=[CH:28][CH:27]=3)[N:22]=2)=[CH:17][CH:16]=1)=[S:11].[C:37](=O)([O-])[O-].[K+].[K+].ICI. The catalyst is CC(=O)CC.C(Cl)Cl. The product is [F:8][C:4]1[CH:5]=[CH:6][CH:7]=[C:2]([F:1])[C:3]=1[N:9]1[CH2:37][S:11]/[C:10]/1=[N:12]/[N:13]=[CH:14]\[C:15]1[CH:20]=[CH:19][C:18]([C:21]2[N:25]=[CH:24][N:23]([C:26]3[CH:31]=[CH:30][C:29]([O:32][C:33]([F:35])([F:34])[F:36])=[CH:28][CH:27]=3)[N:22]=2)=[CH:17][CH:16]=1. The yield is 0.170. (5) The reactants are [CH2:1]([O:3][C:4]1[CH:5]=[C:6]([CH:18]2[NH:23][C:22](=[O:24])[NH:21][C:20]([C:25]3[CH:30]=[CH:29][C:28]([NH:31][C:32](=[O:35])[O:33][CH3:34])=[CH:27][CH:26]=3)=[C:19]2[C:36]2[CH:41]=[CH:40][CH:39]=[CH:38][CH:37]=2)[CH:7]=[C:8]([N+:15]([O-:17])=[O:16])[C:9]=1[O:10]C(OC)=O)[CH3:2].[OH-].[Na+].Cl.O. The catalyst is C(O)C. The product is [CH2:1]([O:3][C:4]1[CH:5]=[C:6]([CH:18]2[NH:23][C:22](=[O:24])[NH:21][C:20]([C:25]3[CH:26]=[CH:27][C:28]([NH:31][C:32](=[O:35])[O:33][CH3:34])=[CH:29][CH:30]=3)=[C:19]2[C:36]2[CH:41]=[CH:40][CH:39]=[CH:38][CH:37]=2)[CH:7]=[C:8]([N+:15]([O-:17])=[O:16])[C:9]=1[OH:10])[CH3:2]. The yield is 0.446. (6) The reactants are [O:1]=[S:2]1(=[O:37])[CH2:6][CH2:5][CH:4]=[C:3]1[C:7]1[CH:36]=[CH:35][C:10]2[NH:11][C:12]([C:17]3[C:18](=[O:34])[N:19]([CH2:29][CH2:30][CH:31]([CH3:33])[CH3:32])[N:20]=[C:21]([C:24]4[S:25][CH:26]=[CH:27][CH:28]=4)[C:22]=3[OH:23])=[N:13][S:14](=[O:16])(=[O:15])[C:9]=2[CH:8]=1. The catalyst is CN(C=O)C.[Pd]. The product is [O:37]=[S:2]1(=[O:1])[CH2:6][CH2:5][CH2:4][CH:3]1[C:7]1[CH:36]=[CH:35][C:10]2[NH:11][C:12]([C:17]3[C:18](=[O:34])[N:19]([CH2:29][CH2:30][CH:31]([CH3:33])[CH3:32])[N:20]=[C:21]([C:24]4[S:25][CH:26]=[CH:27][CH:28]=4)[C:22]=3[OH:23])=[N:13][S:14](=[O:16])(=[O:15])[C:9]=2[CH:8]=1. The yield is 0.0500. (7) The reactants are Br[C:2]1[CH:7]=[CH:6][C:5]([CH3:8])=[CH:4][N:3]=1.[NH2:9][C:10]1[CH:15]=[CH:14][CH:13]=[CH:12][N:11]=1.CC(C)([O-])C.[K+]. The catalyst is C1(C)C=CC=CC=1.C(Cl)Cl.C1C=CC(/C=C/C(/C=C/C2C=CC=CC=2)=O)=CC=1.C1C=CC(/C=C/C(/C=C/C2C=CC=CC=2)=O)=CC=1.C1C=CC(/C=C/C(/C=C/C2C=CC=CC=2)=O)=CC=1.[Pd].[Pd]. The product is [CH3:8][C:5]1[CH:6]=[CH:7][C:2]([NH:9][C:10]2[CH:15]=[CH:14][CH:13]=[CH:12][N:11]=2)=[N:3][CH:4]=1. The yield is 0.580. (8) The reactants are I[C:2]1[NH:6][C:5]([CH3:7])=[N:4][C:3]=1[C:8]([F:11])([F:10])[F:9].C([O-])([O-])=O.[K+].[K+].CO.CO[CH2:22][CH2:23]OC. The catalyst is O.C1C=CC([P]([Pd]([P](C2C=CC=CC=2)(C2C=CC=CC=2)C2C=CC=CC=2)([P](C2C=CC=CC=2)(C2C=CC=CC=2)C2C=CC=CC=2)[P](C2C=CC=CC=2)(C2C=CC=CC=2)C2C=CC=CC=2)(C2C=CC=CC=2)C2C=CC=CC=2)=CC=1. The product is [CH3:7][C:5]1[NH:6][C:2]([CH:22]=[CH2:23])=[C:3]([C:8]([F:11])([F:10])[F:9])[N:4]=1. The yield is 0.720.